From a dataset of Forward reaction prediction with 1.9M reactions from USPTO patents (1976-2016). Predict the product of the given reaction. (1) Given the reactants C[O:2][C:3]1[CH:12]=[C:11]2[C:6]([CH2:7][CH2:8][C:9]([CH3:14])([CH3:13])[O:10]2)=[CH:5][CH:4]=1.B(Br)(Br)Br.C([O-])(O)=O.[Na+], predict the reaction product. The product is: [CH3:13][C:9]1([CH3:14])[CH2:8][CH2:7][C:6]2[C:11](=[CH:12][C:3]([OH:2])=[CH:4][CH:5]=2)[O:10]1. (2) Given the reactants C([O:5][C:6](=[O:19])[C:7]([S:10][C:11]1[S:12][CH:13]=[C:14]([CH2:16][CH2:17][NH2:18])[N:15]=1)([CH3:9])[CH3:8])(C)(C)C.[Cl:20][C:21]1[CH:28]=[C:27](F)[CH:26]=[CH:25][C:22]=1[C:23]#[N:24].F[C:31](F)(F)[C:32](O)=O, predict the reaction product. The product is: [Cl:20][C:21]1[CH:28]=[C:27]([N:18]([CH2:23][CH2:22][CH2:21][CH2:28][CH2:27][CH2:31][CH3:32])[CH2:17][CH2:16][C:14]2[N:15]=[C:11]([S:10][C:7]([CH3:8])([CH3:9])[C:6]([OH:5])=[O:19])[S:12][CH:13]=2)[CH:26]=[CH:25][C:22]=1[C:23]#[N:24]. (3) Given the reactants Cl.[NH:2]1[CH2:7][CH2:6][CH2:5][C@@H:4]([NH2:8])[CH2:3]1.C(=O)([O-])[O-].[K+].[K+].[C:15](O[C:15]([O:17][C:18]([CH3:21])([CH3:20])[CH3:19])=[O:16])([O:17][C:18]([CH3:21])([CH3:20])[CH3:19])=[O:16], predict the reaction product. The product is: [C:18]([O:17][C:15](=[O:16])[NH:8][CH:4]1[CH2:5][CH2:6][CH2:7][NH:2][CH2:3]1)([CH3:21])([CH3:20])[CH3:19]. (4) Given the reactants [Br:1][C:2]1[C:3]([C:8]([OH:10])=O)=[N:4][CH:5]=[CH:6][CH:7]=1.CCN(CC)CC.ClC(OCC(C)C)=O.Cl.[CH3:27][NH:28][O:29][CH3:30], predict the reaction product. The product is: [Br:1][C:2]1[C:3]([C:8]([N:28]([O:29][CH3:30])[CH3:27])=[O:10])=[N:4][CH:5]=[CH:6][CH:7]=1.